From a dataset of Full USPTO retrosynthesis dataset with 1.9M reactions from patents (1976-2016). Predict the reactants needed to synthesize the given product. (1) Given the product [Cl:1][C:2]1[CH:3]=[C:4]2[C:9](=[CH:10][CH:11]=1)[N:8]=[CH:7][CH:6]=[C:5]2[CH2:12][N:13]1[C:21]([C:22]2[N:26]([CH3:27])[CH:25]=[C:24]([C:28]([NH:42][CH2:41][CH2:40][N:39]([CH3:43])[CH3:38])=[O:30])[CH:23]=2)=[C:20]2[C:15]([N:16]([CH2:34][CH:35]3[CH2:37][CH2:36]3)[C:17](=[O:33])[N:18]([CH3:32])[C:19]2=[O:31])=[N:14]1, predict the reactants needed to synthesize it. The reactants are: [Cl:1][C:2]1[CH:3]=[C:4]2[C:9](=[CH:10][CH:11]=1)[N:8]=[CH:7][CH:6]=[C:5]2[CH2:12][N:13]1[C:21]([C:22]2[N:26]([CH3:27])[CH:25]=[C:24]([C:28]([OH:30])=O)[CH:23]=2)=[C:20]2[C:15]([N:16]([CH2:34][CH:35]3[CH2:37][CH2:36]3)[C:17](=[O:33])[N:18]([CH3:32])[C:19]2=[O:31])=[N:14]1.[CH3:38][N:39]([CH3:43])[CH2:40][CH2:41][NH2:42].C(P(=O)(OCC)OCC)#N. (2) Given the product [Cl:7][C:8]1[C:9]([N+:14]([O-:16])=[O:15])=[CH:10][N:11]=[C:12]([OH:4])[CH:13]=1, predict the reactants needed to synthesize it. The reactants are: CC(C)([O-:4])C.[K+].[Cl:7][C:8]1[CH:13]=[CH:12][N:11]=[CH:10][C:9]=1[N+:14]([O-:16])=[O:15].C(OO)(C)(C)C.CCCCCCCCCC.N.O.[Cl-].[NH4+]. (3) Given the product [NH2:1][C:2]1[C:7]2=[C:8]([C:24]3[C:25]([F:46])=[CH:26][C:27]([NH:31][C:32]([NH:34][C:35]4[CH:40]=[C:39]([C:41]([F:43])([F:44])[F:42])[CH:38]=[CH:37][C:36]=4[F:45])=[O:33])=[C:28]([F:30])[CH:29]=3)[CH:9]=[C:10]([CH:11]3[CH2:12][CH2:13][NH:14][CH2:15][CH2:16]3)[N:6]2[N:5]=[CH:4][N:3]=1, predict the reactants needed to synthesize it. The reactants are: [NH2:1][C:2]1[C:7]2=[C:8]([C:24]3[CH:29]=[C:28]([F:30])[C:27]([NH:31][C:32]([NH:34][C:35]4[CH:40]=[C:39]([C:41]([F:44])([F:43])[F:42])[CH:38]=[CH:37][C:36]=4[F:45])=[O:33])=[CH:26][C:25]=3[F:46])[CH:9]=[C:10]([CH:11]3[CH2:16][CH2:15][N:14](C(OC(C)(C)C)=O)[CH2:13][CH2:12]3)[N:6]2[N:5]=[CH:4][N:3]=1.C(O)(C(F)(F)F)=O.C(OCC)(=O)C. (4) Given the product [CH2:1]([C:3]1([CH3:11])[CH2:8][CH2:7][O:6][S:5](=[O:9])(=[O:10])[N:4]1[C:24]([O:23][C:20]([CH3:22])([CH3:21])[CH3:19])=[O:25])[CH3:2], predict the reactants needed to synthesize it. The reactants are: [CH2:1]([C:3]1([CH3:11])[CH2:8][CH2:7][O:6][S:5](=[O:10])(=[O:9])[NH:4]1)[CH3:2].CCN(CC)CC.[CH3:19][C:20]([O:23][C:24](O[C:24]([O:23][C:20]([CH3:22])([CH3:21])[CH3:19])=[O:25])=[O:25])([CH3:22])[CH3:21]. (5) Given the product [OH:4][C:5]1[CH:14]=[C:13]([OH:15])[CH:12]=[C:11]2[C:6]=1[C:7](=[O:23])[CH:8]=[C:9]([CH3:19])[O:10]2, predict the reactants needed to synthesize it. The reactants are: C([O:4][C:5]1[CH:14]=[C:13]([O:15]C(=O)C)[CH:12]=[C:11]2[C:6]=1[C:7](=[O:23])[C:8](C(=O)C)=[C:9]([CH3:19])[O:10]2)(=O)C.Cl. (6) Given the product [CH3:1][C@H:2]1[CH2:6][CH2:5][CH2:4][N:3]1[C:17]([C:15]1[N:16]=[C:12]([C:10]([O:9][CH2:7][CH3:8])=[O:11])[S:13][CH:14]=1)=[O:18], predict the reactants needed to synthesize it. The reactants are: [CH3:1][C@H:2]1[CH2:6][CH2:5][CH2:4][NH:3]1.[CH2:7]([O:9][C:10]([C:12]1[S:13][CH:14]=[C:15]([C:17](O)=[O:18])[N:16]=1)=[O:11])[CH3:8].C(P1(=O)OP(=O)(CCC)OP(=O)(CCC)O1)CC.CCN(C(C)C)C(C)C.C(=O)(O)[O-].[Na+].